Dataset: Forward reaction prediction with 1.9M reactions from USPTO patents (1976-2016). Task: Predict the product of the given reaction. Given the reactants [C:1]([C:3]1[C:8]([C:9]([O:11]C)=O)=[C:7]([NH:13][C:14]2[CH:15]=[C:16]([CH3:20])[CH:17]=[CH:18][CH:19]=2)[N:6]=[C:5]([N:21]2[CH2:26][CH2:25][N:24]([CH2:27][CH3:28])[CH2:23][CH2:22]2)[N:4]=1)#[N:2], predict the reaction product. The product is: [CH2:27]([N:24]1[CH2:23][CH2:22][N:21]([C:5]2[N:6]=[C:7]([NH:13][C:14]3[CH:15]=[C:16]([CH3:20])[CH:17]=[CH:18][CH:19]=3)[C:8]3[C:9](=[O:11])[NH:2][CH2:1][C:3]=3[N:4]=2)[CH2:26][CH2:25]1)[CH3:28].